This data is from Peptide-MHC class I binding affinity with 185,985 pairs from IEDB/IMGT. The task is: Regression. Given a peptide amino acid sequence and an MHC pseudo amino acid sequence, predict their binding affinity value. This is MHC class I binding data. (1) The peptide sequence is FASGRKSITL. The MHC is HLA-B58:01 with pseudo-sequence HLA-B58:01. The binding affinity (normalized) is 0.203. (2) The peptide sequence is RAVLDDGIY. The MHC is HLA-A30:02 with pseudo-sequence HLA-A30:02. The binding affinity (normalized) is 0.648. (3) The peptide sequence is GSENLMSLY. The MHC is Mamu-A02 with pseudo-sequence Mamu-A02. The binding affinity (normalized) is 1.00. (4) The peptide sequence is MKWMMAMKY. The binding affinity (normalized) is 0.0847. The MHC is HLA-B57:01 with pseudo-sequence HLA-B57:01. (5) The peptide sequence is MPSACANGWI. The MHC is HLA-B35:01 with pseudo-sequence HLA-B35:01. The binding affinity (normalized) is 0. (6) The peptide sequence is IFLKPDETF. The MHC is HLA-A02:12 with pseudo-sequence HLA-A02:12. The binding affinity (normalized) is 0.0847.